Dataset: Forward reaction prediction with 1.9M reactions from USPTO patents (1976-2016). Task: Predict the product of the given reaction. Given the reactants [CH2:1]([O:17][CH2:18][CH:19]([CH2:21][OH:22])[OH:20])[CH2:2][CH2:3][CH2:4][CH2:5][CH2:6][CH2:7][CH2:8]/[CH:9]=[CH:10]\[CH2:11][CH2:12][CH2:13][CH2:14][CH2:15][CH3:16].[C:23]1([C:29]([C:37]2[CH:42]=[CH:41][CH:40]=[CH:39][CH:38]=2)([C:31]2[CH:36]=[CH:35][CH:34]=[CH:33][CH:32]=2)Cl)[CH:28]=[CH:27][CH:26]=[CH:25][CH:24]=1.C(N(CC)CC)C, predict the reaction product. The product is: [CH2:1]([O:17][CH2:18][C@@H:19]([CH2:21][O:22][C:29]([C:23]1[CH:28]=[CH:27][CH:26]=[CH:25][CH:24]=1)([C:37]1[CH:38]=[CH:39][CH:40]=[CH:41][CH:42]=1)[C:31]1[CH:32]=[CH:33][CH:34]=[CH:35][CH:36]=1)[OH:20])[CH2:2][CH2:3][CH2:4][CH2:5][CH2:6][CH2:7][CH2:8]/[CH:9]=[CH:10]\[CH2:11][CH2:12][CH2:13][CH2:14][CH2:15][CH3:16].